Dataset: Peptide-MHC class II binding affinity with 134,281 pairs from IEDB. Task: Regression. Given a peptide amino acid sequence and an MHC pseudo amino acid sequence, predict their binding affinity value. This is MHC class II binding data. (1) The peptide sequence is QYIKANAKFIGITE. The MHC is H-2-IAb with pseudo-sequence H-2-IAb. The binding affinity (normalized) is 0.128. (2) The peptide sequence is PGFTIMAAILAYTIG. The MHC is DRB1_0401 with pseudo-sequence DRB1_0401. The binding affinity (normalized) is 0.394. (3) The binding affinity (normalized) is 0.665. The MHC is DRB1_0701 with pseudo-sequence DRB1_0701. The peptide sequence is GEKQIVDKIDAAFKI. (4) The peptide sequence is LWEVKSAKPLTGPMN. The MHC is DRB1_0404 with pseudo-sequence DRB1_0404. The binding affinity (normalized) is 0.533. (5) The peptide sequence is GVAQGGVFHTMWHVT. The MHC is HLA-DQA10201-DQB10301 with pseudo-sequence HLA-DQA10201-DQB10301. The binding affinity (normalized) is 0.583. (6) The peptide sequence is LLTSGMVIFFMSPKGK. The MHC is DRB1_0801 with pseudo-sequence DRB1_0801. The binding affinity (normalized) is 0.595. (7) The peptide sequence is KSYVKSKLKLLKGSE. The MHC is DRB1_1101 with pseudo-sequence DRB1_1101. The binding affinity (normalized) is 0.584. (8) The peptide sequence is VCGMFTNRSGSQQW. The MHC is HLA-DQA10501-DQB10201 with pseudo-sequence HLA-DQA10501-DQB10201. The binding affinity (normalized) is 0.